The task is: Regression/Classification. Given a drug SMILES string, predict its absorption, distribution, metabolism, or excretion properties. Task type varies by dataset: regression for continuous measurements (e.g., permeability, clearance, half-life) or binary classification for categorical outcomes (e.g., BBB penetration, CYP inhibition). Dataset: hlm.. This data is from Human liver microsome stability data. The compound is COC(=O)Nc1ccc(-c2cc([C@H](Cc3ccncc3)NC(=O)C=Cc3cc(Cl)ccc3-n3cnnn3)nnc2Cl)cc1. The result is 1 (stable in human liver microsomes).